This data is from Forward reaction prediction with 1.9M reactions from USPTO patents (1976-2016). The task is: Predict the product of the given reaction. (1) The product is: [C:1]([C:3]1[CH:8]=[CH:7][CH:6]=[CH:5][N:4]=1)(=[NH:15])[NH2:2]. Given the reactants [C:1]([C:3]1[CH:8]=[CH:7][CH:6]=[CH:5][N:4]=1)#[N:2].CO.C([O-])(=O)C.[NH4+:15].[Cl-].[NH4+], predict the reaction product. (2) Given the reactants [CH3:1][C:2]1[CH:3]=[C:4]([CH:8]=[CH:9][C:10]=1[N+:11]([O-:13])=[O:12])[C:5]([OH:7])=O.[NH:14]1[CH2:19][CH2:18][O:17][CH2:16][CH2:15]1, predict the reaction product. The product is: [CH3:1][C:2]1[CH:3]=[C:4]([C:5]([N:14]2[CH2:19][CH2:18][O:17][CH2:16][CH2:15]2)=[O:7])[CH:8]=[CH:9][C:10]=1[N+:11]([O-:13])=[O:12]. (3) The product is: [F:1][C:2]1[CH:7]=[CH:6][C:5]([N:8]2[CH2:14][CH2:13][CH2:12][CH2:11][CH:10]([C:15]([OH:17])=[O:16])[C:9]2=[O:25])=[CH:4][CH:3]=1. Given the reactants [F:1][C:2]1[CH:7]=[CH:6][C:5]([N:8]2[CH2:14][CH2:13][CH2:12][CH2:11][CH:10]([C:15]([O:17]CC3C=CC=CC=3)=[O:16])[C:9]2=[O:25])=[CH:4][CH:3]=1, predict the reaction product. (4) Given the reactants I[C:2]1[CH:7]=[CH:6][N:5]=[C:4]2[NH:8][N:9]=[CH:10][C:3]=12.CNCCNC.[CH:17]1([S:20]([O-:22])=[O:21])[CH2:19][CH2:18]1.[Na+].C(=O)([O-])[O-].[K+].[K+], predict the reaction product. The product is: [CH:17]1([S:20]([C:2]2[CH:7]=[CH:6][N:5]=[C:4]3[NH:8][N:9]=[CH:10][C:3]=23)(=[O:22])=[O:21])[CH2:19][CH2:18]1. (5) Given the reactants CCN(C(C)C)C(C)C.[CH2:10]1[C:18]2[CH:17]=[CH:16][CH:15]=[C:14]([C:19]([O:21][CH3:22])=[O:20])[C:13]=2[CH2:12][NH:11]1.[S:23](Cl)([CH3:26])(=[O:25])=[O:24], predict the reaction product. The product is: [CH3:26][S:23]([N:11]1[CH2:12][C:13]2[C:14]([C:19]([O:21][CH3:22])=[O:20])=[CH:15][CH:16]=[CH:17][C:18]=2[CH2:10]1)(=[O:25])=[O:24]. (6) Given the reactants [Cl:1][C:2]1[CH:10]=[CH:9][CH:8]=[C:7]2[C:3]=1[C:4]([C:11]([NH:13][CH2:14][CH:15]1[CH2:20][CH2:19][C:18]([F:22])([F:21])[CH2:17][CH2:16]1)=[O:12])=[CH:5][NH:6]2.O[CH2:24][CH:25]1[CH2:30][O:29][CH2:28][CH2:27][N:26]1[C:31]([O:33][C:34]([CH3:37])([CH3:36])[CH3:35])=[O:32], predict the reaction product. The product is: [Cl:1][C:2]1[CH:10]=[CH:9][CH:8]=[C:7]2[C:3]=1[C:4]([C:11](=[O:12])[NH:13][CH2:14][CH:15]1[CH2:20][CH2:19][C:18]([F:21])([F:22])[CH2:17][CH2:16]1)=[CH:5][N:6]2[CH2:24][CH:25]1[CH2:30][O:29][CH2:28][CH2:27][N:26]1[C:31]([O:33][C:34]([CH3:35])([CH3:37])[CH3:36])=[O:32]. (7) Given the reactants [F:1][C:2]([F:8])([F:7])[C:3](OC)=[O:4].C([N:11](CC)CC)C.[CH2:16]([CH2:22][CH2:23]N)[CH2:17][CH2:18][C:19]([OH:21])=[O:20].Cl, predict the reaction product. The product is: [F:8][C:2]([F:1])([F:7])[C:3]([NH:11][CH:18]([CH2:17][CH2:16][CH2:22][CH3:23])[C:19]([OH:21])=[O:20])=[O:4]. (8) Given the reactants [CH3:1][N:2]([CH2:36][CH2:37][N:38]1[CH2:43][CH2:42][O:41][CH2:40][CH2:39]1)[C:3]([C:5]1[CH:6]=[C:7]([CH:33]=[CH:34][CH:35]=1)[C:8]([NH:10][C:11]1[CH:16]=[CH:15][C:14]([N:17]2[CH2:22][CH2:21][CH2:20][CH2:19][CH2:18]2)=[CH:13][C:12]=1[C:23]1[CH:24]=[C:25]([CH:30]=[CH:31][N:32]=1)[C:26]([O:28]C)=[O:27])=[O:9])=[O:4].O.[OH-].[Li+], predict the reaction product. The product is: [CH3:1][N:2]([CH2:36][CH2:37][N:38]1[CH2:39][CH2:40][O:41][CH2:42][CH2:43]1)[C:3]([C:5]1[CH:6]=[C:7]([CH:33]=[CH:34][CH:35]=1)[C:8]([NH:10][C:11]1[CH:16]=[CH:15][C:14]([N:17]2[CH2:18][CH2:19][CH2:20][CH2:21][CH2:22]2)=[CH:13][C:12]=1[C:23]1[CH:24]=[C:25]([CH:30]=[CH:31][N:32]=1)[C:26]([OH:28])=[O:27])=[O:9])=[O:4].